Dataset: Forward reaction prediction with 1.9M reactions from USPTO patents (1976-2016). Task: Predict the product of the given reaction. (1) Given the reactants [Al+3].[Cl-].[Cl-].[Cl-].[C:5]1([C:16]2[CH:21]=[CH:20][CH:19]=[CH:18][CH:17]=2)[CH:10]=[CH:9][CH:8]=[CH:7][C:6]=1[NH:11][C:12](=[O:15])[CH2:13]Cl, predict the reaction product. The product is: [CH:10]1[C:5]2[C:16]3[CH:21]=[CH:20][CH:19]=[CH:18][C:17]=3[CH2:13][C:12](=[O:15])[NH:11][C:6]=2[CH:7]=[CH:8][CH:9]=1. (2) Given the reactants [Br:1][C:2]1[C:11]2[C:6](=[CH:7][CH:8]=[C:9]([O:12][CH3:13])[CH:10]=2)[N:5]=[CH:4][C:3]=1C(O)=O.C([N:19]([CH2:22]C)CC)C.[C:24]([OH:28])([CH3:27])([CH3:26])[CH3:25].C1(P(N=[N+]=[N-])(C2C=CC=CC=2)=[O:36])C=CC=CC=1, predict the reaction product. The product is: [C:24]([O:28][C:22](=[O:36])[NH:19][C:3]1[CH:4]=[N:5][C:6]2[C:11]([C:2]=1[Br:1])=[CH:10][C:9]([O:12][CH3:13])=[CH:8][CH:7]=2)([CH3:27])([CH3:26])[CH3:25]. (3) Given the reactants Cl.[N:2]1[C:7]2[CH:8]=[CH:9][S:10][C:6]=2[C:5]([N:11]2[CH2:15][CH2:14][CH:13]([NH2:16])[CH2:12]2)=[N:4][CH:3]=1.C(N(C(C)C)CC)(C)C.Cl.[N+](C1C=CC([O:36][C:37](=O)[NH:38][C:39]2[CH:44]=[CH:43][C:42]([N:45]3[CH2:50][CH2:49][O:48][CH2:47][CH2:46]3)=[CH:41][CH:40]=2)=CC=1)([O-])=O.C(#N)C, predict the reaction product. The product is: [N:45]1([C:42]2[CH:41]=[CH:40][C:39]([NH:38][C:37]([NH:16][CH:13]3[CH2:14][CH2:15][N:11]([C:5]4[C:6]5[S:10][CH:9]=[CH:8][C:7]=5[N:2]=[CH:3][N:4]=4)[CH2:12]3)=[O:36])=[CH:44][CH:43]=2)[CH2:46][CH2:47][O:48][CH2:49][CH2:50]1. (4) Given the reactants [C:1]([OH:4])(=O)[CH3:2].[P:5]([OH:8])([OH:7])[OH:6].P(Cl)(Cl)Cl, predict the reaction product. The product is: [CH3:2][C:1]([P:5]([OH:8])([OH:7])=[O:6])([P:5]([OH:8])([OH:7])=[O:6])[OH:4]. (5) The product is: [C:1]([O:5][C:6](=[O:27])[NH:7][C:8]1[C@:9]([CH3:26])([C:22]([F:25])([F:23])[F:24])[O:10][CH2:11][C@:12]([C:15]2[CH:20]=[CH:19][CH:18]=[C:17]([NH:21][C:35]([C:32]3[CH:31]=[CH:30][C:29]([Br:28])=[CH:34][N:33]=3)=[O:36])[CH:16]=2)([CH3:14])[N:13]=1)([CH3:2])([CH3:3])[CH3:4]. Given the reactants [C:1]([O:5][C:6](=[O:27])[NH:7][C:8]1[C@:9]([CH3:26])([C:22]([F:25])([F:24])[F:23])[O:10][CH2:11][C@:12]([C:15]2[CH:20]=[CH:19][CH:18]=[C:17]([NH2:21])[CH:16]=2)([CH3:14])[N:13]=1)([CH3:4])([CH3:3])[CH3:2].[Br:28][C:29]1[CH:30]=[CH:31][C:32]([C:35](O)=[O:36])=[N:33][CH:34]=1.C(Cl)CCl.C1C=NC2N(O)N=NC=2C=1.CCN(C(C)C)C(C)C, predict the reaction product. (6) Given the reactants ClC1C=C(C=CC=1Cl)O[CH:6]1[CH2:11][CH2:10][N:9]([S:12]([C:15]2[C:16]([CH3:22])=[N:17][N:18](C)[C:19]=2[CH3:20])(=[O:14])=[O:13])[CH2:8][CH2:7]1.ClC1C=C(C=CC=1Cl)NCC1CCN(S(C2C(C)=NN(C)C=2C)(=O)=O)CC1.Cl.[Cl:55][C:56]1[CH:68]=[CH:67][C:59]([CH2:60]C2CCNCC2)=[CH:58][CH:57]=1, predict the reaction product. The product is: [Cl:55][C:56]1[CH:68]=[CH:67][C:59]([CH2:60][CH:6]2[CH2:7][CH2:8][N:9]([S:12]([C:15]3[C:19]([CH3:20])=[N:18][NH:17][C:16]=3[CH3:22])(=[O:13])=[O:14])[CH2:10][CH2:11]2)=[CH:58][CH:57]=1. (7) Given the reactants [CH2:1]([O:8][C:9]1[CH:14]=[CH:13][C:12]([C:15]#[N:16])=[CH:11][C:10]=1[CH:17]([CH3:21])[C:18](O)=[O:19])[C:2]1[CH:7]=[CH:6][CH:5]=[CH:4][CH:3]=1.S(Cl)([Cl:24])=O, predict the reaction product. The product is: [CH2:1]([O:8][C:9]1[CH:14]=[CH:13][C:12]([C:15]#[N:16])=[CH:11][C:10]=1[CH:17]([CH3:21])[C:18]([Cl:24])=[O:19])[C:2]1[CH:7]=[CH:6][CH:5]=[CH:4][CH:3]=1. (8) Given the reactants [Si:1]([O:8][C@@H:9]1[C@H:13]([CH2:14][O:15][Si:16]([C:19]([CH3:22])([CH3:21])[CH3:20])([CH3:18])[CH3:17])[CH2:12][C@@H:11]([NH:23][C:24]2[C:29]([Cl:30])=[CH:28][N:27]=[C:26]([NH2:31])[C:25]=2[N+:32]([O-])=O)[CH2:10]1)([C:4]([CH3:7])([CH3:6])[CH3:5])([CH3:3])[CH3:2].C(O)(=O)C, predict the reaction product. The product is: [Si:1]([O:8][C@@H:9]1[C@H:13]([CH2:14][O:15][Si:16]([C:19]([CH3:22])([CH3:21])[CH3:20])([CH3:18])[CH3:17])[CH2:12][C@@H:11]([NH:23][C:24]2[C:29]([Cl:30])=[CH:28][N:27]=[C:26]([NH2:31])[C:25]=2[NH2:32])[CH2:10]1)([C:4]([CH3:5])([CH3:6])[CH3:7])([CH3:3])[CH3:2]. (9) Given the reactants Br[CH2:2][CH2:3][CH2:4][CH2:5][CH2:6][CH2:7][CH2:8][CH2:9][CH2:10][CH2:11][CH2:12][CH2:13][Br:14].[Si]([O:22][C@@H:23]([CH:26]1[CH2:31][CH2:30][CH2:29][CH2:28][CH2:27]1)[C:24]#[CH:25])(C(C)(C)C)(C)C.O1CCCCC1OCCCC#C, predict the reaction product. The product is: [Br:14][CH2:13][CH2:12][CH2:11][CH2:10][CH2:9][CH2:8][CH2:7][CH2:6][CH2:5][CH2:4][CH2:3][CH2:2][C:25]#[C:24][C@H:23]([CH:26]1[CH2:31][CH2:30][CH2:29][CH2:28][CH2:27]1)[OH:22].